Dataset: Peptide-MHC class I binding affinity with 185,985 pairs from IEDB/IMGT. Task: Regression. Given a peptide amino acid sequence and an MHC pseudo amino acid sequence, predict their binding affinity value. This is MHC class I binding data. (1) The MHC is HLA-A30:01 with pseudo-sequence HLA-A30:01. The binding affinity (normalized) is 0.117. The peptide sequence is MPYVFTLLF. (2) The peptide sequence is VPRPCQKSL. The MHC is HLA-A02:11 with pseudo-sequence HLA-A02:11. The binding affinity (normalized) is 0.0847. (3) The binding affinity (normalized) is 0.277. The MHC is Patr-A0301 with pseudo-sequence Patr-A0301. The peptide sequence is VSLLLLYQTF. (4) The peptide sequence is HISCLTFGR. The MHC is Patr-A0101 with pseudo-sequence Patr-A0101. The binding affinity (normalized) is 0.705. (5) The peptide sequence is NFPQHVITK. The MHC is HLA-A31:01 with pseudo-sequence HLA-A31:01. The binding affinity (normalized) is 0.135.